This data is from Peptide-MHC class II binding affinity with 134,281 pairs from IEDB. The task is: Regression. Given a peptide amino acid sequence and an MHC pseudo amino acid sequence, predict their binding affinity value. This is MHC class II binding data. (1) The peptide sequence is LQEIPTMLKKGMTTV. The MHC is DRB3_0202 with pseudo-sequence DRB3_0202. The binding affinity (normalized) is 0.364. (2) The peptide sequence is KTSLYNLRRGTALAIPQCRLTPLSRL. The MHC is DRB1_0701 with pseudo-sequence DRB1_0701. The binding affinity (normalized) is 0.936. (3) The MHC is DRB4_0103 with pseudo-sequence DRB4_0103. The binding affinity (normalized) is 0.206. The peptide sequence is KFAEGRRGAAEVLVVK. (4) The peptide sequence is VAISRYLGKQFGLSG. The MHC is DRB1_0101 with pseudo-sequence DRB1_0101. The binding affinity (normalized) is 0.436. (5) The binding affinity (normalized) is 0.262. The MHC is HLA-DPA10103-DPB10401 with pseudo-sequence HLA-DPA10103-DPB10401. The peptide sequence is MRNVFDDVVPADFKV.